Dataset: Forward reaction prediction with 1.9M reactions from USPTO patents (1976-2016). Task: Predict the product of the given reaction. (1) Given the reactants Cl[C:2]1[C:7]([C:8]#[N:9])=[CH:6][N:5]=[C:4]([NH:10][C:11]([N:13]2[C:22]3[C:17](=[CH:18][CH:19]=[C:20]([CH:23]([O:26]C)OC)[N:21]=3)[CH2:16][CH2:15][CH2:14]2)=[O:12])[CH:3]=1.[CH3:28][N:29]1[CH2:33][CH2:32][C:31]2([CH2:38][CH2:37][NH:36][CH2:35][CH2:34]2)[CH2:30]1.[F-].[K+].C([O-])([O-])=O.[K+].[K+].Cl, predict the reaction product. The product is: [C:8]([C:7]1[C:2]([N:36]2[CH2:37][CH2:38][C:31]3([CH2:30][N:29]([CH3:28])[CH2:33][CH2:32]3)[CH2:34][CH2:35]2)=[CH:3][C:4]([NH:10][C:11]([N:13]2[C:22]3[C:17](=[CH:18][CH:19]=[C:20]([CH:23]=[O:26])[N:21]=3)[CH2:16][CH2:15][CH2:14]2)=[O:12])=[N:5][CH:6]=1)#[N:9]. (2) Given the reactants [OH:1][C:2]1[CH:3]=[C:4]2[C:8](=[CH:9][CH:10]=1)[C:7](=[O:11])[CH2:6][CH2:5]2.F[C:13]1[CH:20]=[CH:19][C:16]([C:17]#[N:18])=[CH:15][CH:14]=1.C([O-])([O-])=O.[K+].[K+].C1(C)C=CC=CC=1.CC(N(C)C)=O, predict the reaction product. The product is: [O:11]=[C:7]1[C:8]2[C:4](=[CH:3][C:2]([O:1][C:13]3[CH:20]=[CH:19][C:16]([C:17]#[N:18])=[CH:15][CH:14]=3)=[CH:10][CH:9]=2)[CH2:5][CH2:6]1. (3) Given the reactants Cl[S:2]([C:5]1[CH:10]=[CH:9][C:8]([S:11][C:12]2[C:20]3[CH2:19][C:18]([CH3:22])([CH3:21])[CH2:17][CH2:16][C:15]=3[N:14]([CH2:23][C:24]([O:26][CH2:27][CH3:28])=[O:25])[C:13]=2[CH3:29])=[CH:7][CH:6]=1)(=[O:4])=[O:3].[NH:30]1[CH2:34][CH2:33][CH2:32][CH2:31]1, predict the reaction product. The product is: [CH3:29][C:13]1[N:14]([CH2:23][C:24]([O:26][CH2:27][CH3:28])=[O:25])[C:15]2[CH2:16][CH2:17][C:18]([CH3:22])([CH3:21])[CH2:19][C:20]=2[C:12]=1[S:11][C:8]1[CH:9]=[CH:10][C:5]([S:2]([N:30]2[CH2:34][CH2:33][CH2:32][CH2:31]2)(=[O:4])=[O:3])=[CH:6][CH:7]=1. (4) Given the reactants [H-].[Na+].Br[CH2:4][CH2:5][CH2:6][O:7][C:8]1[CH:27]=[CH:26][C:11]([CH2:12][C@@H:13]([C:22]([O:24][CH3:25])=[O:23])[NH:14][C:15]([O:17][C:18]([CH3:21])([CH3:20])[CH3:19])=[O:16])=[CH:10][CH:9]=1.[N:28]1[CH:33]=[CH:32][CH:31]=[CH:30][C:29]=1[NH:34][C:35](=[O:41])[O:36][C:37]([CH3:40])([CH3:39])[CH3:38], predict the reaction product. The product is: [C:18]([O:17][C:15]([NH:14][C@H:13]([C:22]([O:24][CH3:25])=[O:23])[CH2:12][C:11]1[CH:26]=[CH:27][C:8]([O:7][CH2:6][CH2:5][CH2:4][N:34]([C:35]([O:36][C:37]([CH3:40])([CH3:39])[CH3:38])=[O:41])[C:29]2[CH:30]=[CH:31][CH:32]=[CH:33][N:28]=2)=[CH:9][CH:10]=1)=[O:16])([CH3:21])([CH3:20])[CH3:19].